This data is from Catalyst prediction with 721,799 reactions and 888 catalyst types from USPTO. The task is: Predict which catalyst facilitates the given reaction. Reactant: [F:1][C:2]1[CH:7]=[CH:6][CH:5]=[CH:4][C:3]=1[C:8]1[N:12]([S:13]([C:16]2[CH:21]=[CH:20][CH:19]=[C:18]([OH:22])[CH:17]=2)(=[O:15])=[O:14])[CH:11]=[C:10]([CH2:23][N:24]([CH3:32])[C:25](=[O:31])[O:26][C:27]([CH3:30])([CH3:29])[CH3:28])[CH:9]=1.C(=O)([O-])[O-].[Cs+].[Cs+].Br[CH2:40][C:41]([NH:43][CH:44]1[CH2:46][CH2:45]1)=[O:42].O. Product: [CH:44]1([NH:43][C:41](=[O:42])[CH2:40][O:22][C:18]2[CH:17]=[C:16]([S:13]([N:12]3[C:8]([C:3]4[CH:4]=[CH:5][CH:6]=[CH:7][C:2]=4[F:1])=[CH:9][C:10]([CH2:23][N:24]([CH3:32])[C:25](=[O:31])[O:26][C:27]([CH3:28])([CH3:29])[CH3:30])=[CH:11]3)(=[O:14])=[O:15])[CH:21]=[CH:20][CH:19]=2)[CH2:46][CH2:45]1. The catalyst class is: 9.